Task: Predict the reaction yield, written as a fraction of the theoretical maximum amount of product (1.0 means a 100% yield; for example, 0.34 means a 34% yield).. Dataset: Reaction yield outcomes from USPTO patents with 853,638 reactions (1) The reactants are [Cl-].[Al+3].[Cl-].[Cl-].[C:5](Cl)(=[O:7])[CH3:6].[Br:9][C:10]1[CH:11]=[C:12]2[C:17](=[CH:18][CH:19]=1)[O:16][C:15]([CH3:21])([CH3:20])[CH2:14][C:13]2([CH3:23])[CH3:22]. The catalyst is ClCCl. The product is [C:5]([C:18]1[CH:19]=[C:10]([Br:9])[CH:11]=[C:12]2[C:17]=1[O:16][C:15]([CH3:20])([CH3:21])[CH2:14][C:13]2([CH3:23])[CH3:22])(=[O:7])[CH3:6]. The yield is 0.830. (2) The reactants are [NH2:1][C:2]1[CH:7]=[C:6]([C:8]([F:11])([F:10])[F:9])[CH:5]=[CH:4][C:3]=1[C:12](=O)[CH3:13].Cl[C:16](=O)[CH2:17][C:18]([O:20][CH2:21][CH3:22])=[O:19].Cl.C[CH2:26][N:27]([CH:31](C)C)[CH:28](C)C.[Cl-].C[NH2+]C. The catalyst is CCOC(C)=O.O.CC#N. The product is [CH2:21]([O:20][C:18]([C:17]1[C:16]([CH2:26][N:27]([CH3:31])[CH3:28])=[N:1][C:2]2[C:3]([C:12]=1[CH3:13])=[CH:4][CH:5]=[C:6]([C:8]([F:11])([F:10])[F:9])[CH:7]=2)=[O:19])[CH3:22]. The yield is 0.460. (3) The reactants are [Br:1][C:2]1[C:3](Cl)=[N:4][C:5]([N:9]2[C:13]([CH3:14])=[CH:12][CH:11]=[C:10]2[CH3:15])=[N:6][C:7]=1[CH3:8].Cl.[NH2:18][C@@H:19]1[CH2:24][CH2:23][C@H:22]([OH:25])[CH2:21][CH2:20]1.C(N(C(C)C)CC)(C)C. The catalyst is CC(N(C)C)=O. The product is [Br:1][C:2]1[C:3]([NH:18][C@@H:19]2[CH2:24][CH2:23][C@H:22]([OH:25])[CH2:21][CH2:20]2)=[N:4][C:5]([N:9]2[C:13]([CH3:14])=[CH:12][CH:11]=[C:10]2[CH3:15])=[N:6][C:7]=1[CH3:8]. The yield is 0.880. (4) The reactants are [CH2:1]([OH:6])[CH2:2][C@@H:3]([OH:5])[CH3:4].N1C=CC=CC=1.[C:13](Cl)(=[O:20])[C:14]1[CH:19]=[CH:18][CH:17]=[CH:16][CH:15]=1.[CH3:22][S:23](Cl)(=[O:25])=[O:24].C(N(CC)CC)C. The catalyst is ClCCl. The product is [C:13]([O:6][CH2:1][CH2:2][C@@H:3]([O:5][S:23]([CH3:22])(=[O:25])=[O:24])[CH3:4])(=[O:20])[C:14]1[CH:19]=[CH:18][CH:17]=[CH:16][CH:15]=1. The yield is 0.490.